Task: Predict the product of the given reaction.. Dataset: Forward reaction prediction with 1.9M reactions from USPTO patents (1976-2016) (1) Given the reactants [NH2:1][C:2]1[CH:3]=[C:4]([C:9]([CH3:15])([CH3:14])[C:10]([O:12]C)=[O:11])[CH:5]=[CH:6][C:7]=1[Cl:8].[CH3:16][C:17]1[CH:25]=[C:24]([O:26][CH2:27][C@@H:28]2[CH2:33][N:32]([CH3:34])[C:31]3[CH:35]=[CH:36][CH:37]=[CH:38][C:30]=3[O:29]2)[CH:23]=[C:22]([CH3:39])[C:18]=1[C:19](Cl)=[O:20].OC1C=C(C)C(C(OC)=O)=C(C)C=1, predict the reaction product. The product is: [Cl:8][C:7]1[CH:6]=[CH:5][C:4]([C:9]([CH3:15])([CH3:14])[C:10]([OH:12])=[O:11])=[CH:3][C:2]=1[NH:1][C:19](=[O:20])[C:18]1[C:17]([CH3:16])=[CH:25][C:24]([O:26][CH2:27][C@@H:28]2[CH2:33][N:32]([CH3:34])[C:31]3[CH:35]=[CH:36][CH:37]=[CH:38][C:30]=3[O:29]2)=[CH:23][C:22]=1[CH3:39]. (2) Given the reactants [N+:1]([C:4]1[CH:13]=[CH:12][CH:11]=[C:10]2[C:5]=1[CH:6]=[CH:7][N:8]=[CH:9]2)([O-])=O.I[CH2:15][CH2:16][CH3:17].[CH3:18][CH2:19][OH:20], predict the reaction product. The product is: [CH2:15]([N:8]1[CH2:7][CH2:6][C:5]2[C:10](=[CH:11][CH:12]=[CH:13][C:4]=2[NH:1][C:19](=[O:20])[CH3:18])[CH2:9]1)[CH2:16][CH3:17]. (3) Given the reactants [CH3:1][O:2][C:3]1[CH:8]=[CH:7][C:6]([P:9](=[O:14])([CH:12]=[CH2:13])[CH:10]=[CH2:11])=[CH:5][CH:4]=1.[CH3:15][NH2:16], predict the reaction product. The product is: [CH3:1][O:2][C:3]1[CH:4]=[CH:5][C:6]([P:9]2(=[O:14])[CH2:12][CH2:13][N:16]([CH3:15])[CH2:11][CH2:10]2)=[CH:7][CH:8]=1. (4) Given the reactants [NH2:1][C:2]1[S:3][C:4]2[C:10]([C:11]3[CH:16]=[CH:15][CH:14]=[CH:13][CH:12]=3)=[CH:9][CH:8]=[C:7]([O:17][CH3:18])[C:5]=2[N:6]=1.[C:19]([N:27]=[C:28]=[S:29])(=[O:26])[C:20]1[CH:25]=[CH:24][CH:23]=[CH:22][CH:21]=1, predict the reaction product. The product is: [C:19]([NH:27][C:28]([NH:1][C:2]1[S:3][C:4]2[C:10]([C:11]3[CH:16]=[CH:15][CH:14]=[CH:13][CH:12]=3)=[CH:9][CH:8]=[C:7]([O:17][CH3:18])[C:5]=2[N:6]=1)=[S:29])(=[O:26])[C:20]1[CH:25]=[CH:24][CH:23]=[CH:22][CH:21]=1. (5) Given the reactants Cl[C:2]1[N:7]=[CH:6][N:5]=[C:4]([NH:8][C:9]2[CH:14]=[CH:13][C:12]([N:15]3[CH2:20][CH2:19][N:18]([CH:21]4[CH2:24][O:23][CH2:22]4)[CH2:17][CH2:16]3)=[C:11]([O:25][CH3:26])[CH:10]=2)[N:3]=1.[C:27]([C:29]1[CH:50]=[C:49](B2OC(C)(C)C(C)(C)O2)[CH:48]=[CH:47][C:30]=1[O:31][C@H:32]1[CH2:37][CH2:36][N:35]([C:38]([O:40][C:41]([CH3:44])([CH3:43])[CH3:42])=[O:39])[CH2:34][C:33]1([F:46])[F:45])#[N:28].C(=O)([O-])[O-].[Na+].[Na+], predict the reaction product. The product is: [C:27]([C:29]1[CH:50]=[C:49]([C:2]2[N:3]=[C:4]([NH:8][C:9]3[CH:14]=[CH:13][C:12]([N:15]4[CH2:20][CH2:19][N:18]([CH:21]5[CH2:24][O:23][CH2:22]5)[CH2:17][CH2:16]4)=[C:11]([O:25][CH3:26])[CH:10]=3)[N:5]=[CH:6][N:7]=2)[CH:48]=[CH:47][C:30]=1[O:31][C@H:32]1[CH2:37][CH2:36][N:35]([C:38]([O:40][C:41]([CH3:44])([CH3:43])[CH3:42])=[O:39])[CH2:34][C:33]1([F:46])[F:45])#[N:28]. (6) Given the reactants CN(C)C=O.[Cl:6][C:7]1[CH:8]=[CH:9][C:10]2[CH:14]=[C:13]([S:15]([N:18]3[CH2:23][CH2:22][NH:21][CH:20]([CH2:24][CH:25]([CH3:27])[CH3:26])[CH2:19]3)(=[O:17])=[O:16])[S:12][C:11]=2[CH:28]=1.F[P-](F)(F)(F)(F)F.[Br:36][P+](N1CCCC1)(N1CCCC1)N1CCCC1.Br[C:54]1[CH:59]=[CH:58][N:57]=[C:56]([C:60]([OH:62])=O)[N:55]=1, predict the reaction product. The product is: [Br:36][C:59]1[CH:54]=[N:55][C:56]([C:60]([N:21]2[CH2:22][CH2:23][N:18]([S:15]([C:13]3[S:12][C:11]4[CH:28]=[C:7]([Cl:6])[CH:8]=[CH:9][C:10]=4[CH:14]=3)(=[O:17])=[O:16])[CH2:19][CH:20]2[CH2:24][CH:25]([CH3:26])[CH3:27])=[O:62])=[N:57][CH:58]=1.